Dataset: Acute oral toxicity (LD50) regression data from Zhu et al.. Task: Regression/Classification. Given a drug SMILES string, predict its toxicity properties. Task type varies by dataset: regression for continuous values (e.g., LD50, hERG inhibition percentage) or binary classification for toxic/non-toxic outcomes (e.g., AMES mutagenicity, cardiotoxicity, hepatotoxicity). Dataset: ld50_zhu. (1) The compound is O=P(Oc1ccccc1)(Oc1ccccc1)OC1CCCCC1. The rat oral LD50 is 2.13, given as -log10 of the dose in mol/kg body weight (higher means more acutely toxic). (2) The molecule is CC1=C(C(=O)OC(C)C)C(c2cccc([N+](=O)[O-])c2)C(C(=O)OC2CN(C(c3ccccc3)c3ccccc3)C2)=C(N)N1. The rat oral LD50 is 2.66, given as -log10 of the dose in mol/kg body weight (higher means more acutely toxic). (3) The drug is Nc1cnn(-c2ccccc2)c(=O)c1Cl. The rat oral LD50 is 2.54, given as -log10 of the dose in mol/kg body weight (higher means more acutely toxic). (4) The drug is CNC(=O)Nc1nc2ccccc2s1. The rat oral LD50 is 2.21, given as -log10 of the dose in mol/kg body weight (higher means more acutely toxic). (5) The molecule is Cc1cccc(C)c1NC(=O)N=C1CCCN1C. The rat oral LD50 is 2.47, given as -log10 of the dose in mol/kg body weight (higher means more acutely toxic).